From a dataset of Aqueous solubility values for 9,982 compounds from the AqSolDB database. Regression/Classification. Given a drug SMILES string, predict its absorption, distribution, metabolism, or excretion properties. Task type varies by dataset: regression for continuous measurements (e.g., permeability, clearance, half-life) or binary classification for categorical outcomes (e.g., BBB penetration, CYP inhibition). For this dataset (solubility_aqsoldb), we predict Y. The compound is O=C1NC(=O)C2(CCCCCCCCC2)C(=O)N1. The Y is -4.59 log mol/L.